Dataset: Forward reaction prediction with 1.9M reactions from USPTO patents (1976-2016). Task: Predict the product of the given reaction. (1) The product is: [CH3:1][C:2]([CH3:31])([CH3:32])[CH2:3][C:4]1[N:5]=[C:6]([CH:15]([CH3:16])[CH2:17][C:18]2[CH:23]=[CH:22][C:21]([C:24]3[CH:29]=[CH:28][C:27]([F:30])=[CH:26][N:25]=3)=[CH:20][CH:19]=2)[N:7]([S:9]([N:12]([CH3:14])[CH3:13])(=[O:10])=[O:11])[CH:8]=1. Given the reactants [CH3:1][C:2]([CH3:32])([CH3:31])[CH2:3][C:4]1[N:5]=[C:6]([C:15]([CH2:17][C:18]2[CH:23]=[CH:22][C:21]([C:24]3[CH:29]=[CH:28][C:27]([F:30])=[CH:26][N:25]=3)=[CH:20][CH:19]=2)=[CH2:16])[N:7]([S:9]([N:12]([CH3:14])[CH3:13])(=[O:11])=[O:10])[CH:8]=1, predict the reaction product. (2) Given the reactants [CH3:1][CH:2]([CH3:34])[CH2:3][CH:4]([NH:12][C:13]([C:15]1[CH:20]=[C:19]([CH2:21][O:22][C:23]2[CH:28]=[CH:27][CH:26]=[CH:25][CH:24]=2)[CH:18]=[CH:17][C:16]=1[CH2:29][CH2:30][C:31](O)=[O:32])=[O:14])[C:5]1[CH:10]=[CH:9][C:8]([F:11])=[CH:7][CH:6]=1.B#B.O, predict the reaction product. The product is: [CH3:1][CH:2]([CH3:34])[CH2:3][CH:4]([NH:12][C:13]([C:15]1[CH:20]=[C:19]([CH2:21][O:22][C:23]2[CH:24]=[CH:25][CH:26]=[CH:27][CH:28]=2)[CH:18]=[CH:17][C:16]=1[CH2:29][CH2:30][CH2:31][OH:32])=[O:14])[C:5]1[CH:6]=[CH:7][C:8]([F:11])=[CH:9][CH:10]=1. (3) Given the reactants [CH2:1]([NH:3][C:4]1[CH:5]=[N+:6]([O-])[CH:7]=[CH:8][C:9]=1[N+:10]([O-])=O)[CH3:2], predict the reaction product. The product is: [CH2:1]([NH:3][C:4]1[CH:5]=[N:6][CH:7]=[CH:8][C:9]=1[NH2:10])[CH3:2]. (4) Given the reactants [C:1]([CH2:3][C:4]([O:6]C)=O)#[N:2].[CH3:8][NH:9][CH2:10][CH2:11][OH:12], predict the reaction product. The product is: [C:1]([CH2:3][C:4]([N:9]([CH2:10][CH2:11][OH:12])[CH3:8])=[O:6])#[N:2]. (5) Given the reactants [Br:1][C:2]1[CH:11]=[C:10]2[C:5]([CH:6]=[CH:7][N:8]=[C:9]2Cl)=[CH:4][C:3]=1[O:13][CH3:14].C(O)(=[O:17])C, predict the reaction product. The product is: [Br:1][C:2]1[CH:11]=[C:10]2[C:5]([CH:6]=[CH:7][N:8]=[C:9]2[OH:17])=[CH:4][C:3]=1[O:13][CH3:14].